Dataset: Reaction yield outcomes from USPTO patents with 853,638 reactions. Task: Predict the reaction yield, written as a fraction of the theoretical maximum amount of product (1.0 means a 100% yield; for example, 0.34 means a 34% yield). (1) The reactants are [N+:1]([C:4]1[CH:9]=[CH:8][C:7]([O:10][C:11]2[CH:16]=[CH:15][CH:14]=[C:13]([N+:17]([O-])=O)[CH:12]=2)=[CH:6][N:5]=1)([O-])=O. The catalyst is CO.[C].[Pd]. The product is [NH2:17][C:13]1[CH:12]=[C:11]([CH:16]=[CH:15][CH:14]=1)[O:10][C:7]1[CH:8]=[CH:9][C:4]([NH2:1])=[N:5][CH:6]=1. The yield is 0.960. (2) The reactants are [C:1]([C:5]1[NH:6][C:7]2[CH:8]=[CH:9][C:10]([N+:16]([O-])=O)=[C:11]([C:14]#[N:15])[C:12]=2[CH:13]=1)([CH3:4])([CH3:3])[CH3:2]. The catalyst is CCOC(C)=O.[Ni]. The product is [NH2:16][C:10]1[CH:9]=[CH:8][C:7]2[NH:6][C:5]([C:1]([CH3:2])([CH3:4])[CH3:3])=[CH:13][C:12]=2[C:11]=1[C:14]#[N:15]. The yield is 0.510. (3) The reactants are [H-].[Al+3].[Li+].[H-].[H-].[H-].O1CCCC1.[CH:12]12[O:18][CH:15]([CH:16]=[CH:17]1)[CH2:14][CH:13]2[C:19](OC)=[O:20].[OH-].[Na+]. The catalyst is O. The product is [OH:20][CH2:19][CH:13]1[CH2:14][CH:15]2[O:18][CH:12]1[CH:17]=[CH:16]2. The yield is 0.950. (4) The reactants are [CH3:1][CH:2]1[CH2:7][CH:6](O)[CH:5]=[C:4]([C:9]2[CH:14]=[CH:13][N:12]=[CH:11][C:10]=2[N+:15]([O-:17])=[O:16])[CH2:3]1.CC1C=CC(S(O)(=O)=O)=CC=1.CCOC(C)=O. The catalyst is O1CCOCC1. The product is [CH3:1][CH:2]1[CH2:3][C:4]([C:9]2[CH:14]=[CH:13][N:12]=[CH:11][C:10]=2[N+:15]([O-:17])=[O:16])=[CH:5][CH:6]=[CH:7]1. The yield is 0.680. (5) The reactants are [CH2:1]([O:3][C:4]([C:6]1[S:7][C:8]2[CH:14]=[C:13]([C:15]([CH3:30])([C:23]([O:25]C(C)(C)C)=[O:24])[C:16]([O:18]C(C)(C)C)=[O:17])[CH:12]=[CH:11][C:9]=2[CH:10]=1)=[O:5])[CH3:2].C(O)(C(F)(F)F)=O. The catalyst is C(Cl)Cl. The product is [CH2:1]([O:3][C:4]([C:6]1[S:7][C:8]2[CH:14]=[C:13]([C:15]([CH3:30])([C:23]([OH:25])=[O:24])[C:16]([OH:18])=[O:17])[CH:12]=[CH:11][C:9]=2[CH:10]=1)=[O:5])[CH3:2]. The yield is 1.00. (6) The reactants are [O:1]1[C:5]2[CH:6]=[CH:7][C:8]([CH2:10][NH:11][CH2:12][CH2:13][CH:14]3[CH2:19][CH2:18][CH2:17][CH2:16][N:15]3[C:20]3[CH:25]=[CH:24][N:23]=[C:22]([N:26]4[CH:30]=[CH:29][N:28]=[CH:27]4)[N:21]=3)=[CH:9][C:4]=2[O:3][CH2:2]1.CCN(C(C)C)C(C)C.[C:40](OC(=O)C)(=[O:42])[CH3:41]. The catalyst is C1COCC1. The product is [C:40]([N:11]([CH2:10][C:8]1[CH:7]=[CH:6][C:5]2[O:1][CH2:2][O:3][C:4]=2[CH:9]=1)[CH2:12][CH2:13][CH:14]1[CH2:19][CH2:18][CH2:17][CH2:16][N:15]1[C:20]1[CH:25]=[CH:24][N:23]=[C:22]([N:26]2[CH:30]=[CH:29][N:28]=[CH:27]2)[N:21]=1)(=[O:42])[CH3:41]. The yield is 0.600.